This data is from Forward reaction prediction with 1.9M reactions from USPTO patents (1976-2016). The task is: Predict the product of the given reaction. Given the reactants [NH2:1][CH:2]1[C:10]2[C:5](=[CH:6][CH:7]=[CH:8][CH:9]=2)[CH2:4][CH2:3]1.[C:11]1([CH3:20])[CH:16]=[CH:15][C:14]([C:17](Cl)=[O:18])=[CH:13][CH:12]=1, predict the reaction product. The product is: [C:11]1([CH3:20])[CH:16]=[CH:15][C:14]([C:17]([NH:1][CH:2]2[C:10]3[C:5](=[CH:6][CH:7]=[CH:8][CH:9]=3)[CH2:4][CH2:3]2)=[O:18])=[CH:13][CH:12]=1.